Task: Predict the product of the given reaction.. Dataset: Forward reaction prediction with 1.9M reactions from USPTO patents (1976-2016) (1) Given the reactants [CH2:1]([NH:4][C:5]1[CH:10]=[CH:9][C:8]([O:11][CH3:12])=[CH:7][CH:6]=1)[CH:2]=[CH2:3].C([O-])([O-])=O.[K+].[K+].[C:19](Cl)(=[O:22])[CH:20]=[CH2:21], predict the reaction product. The product is: [CH2:1]([N:4]([C:5]1[CH:10]=[CH:9][C:8]([O:11][CH3:12])=[CH:7][CH:6]=1)[C:19](=[O:22])[CH:20]=[CH2:21])[CH:2]=[CH2:3]. (2) Given the reactants [CH2:1]=[CH:2][CH2:3][CH2:4][CH2:5][CH2:6][CH2:7][CH2:8][CH2:9][CH2:10][CH2:11][CH2:12]CC.[C:15]1([CH:21]([CH3:24])[CH:22]=[CH2:23])[CH:20]=[CH:19][CH:18]=[CH:17][CH:16]=1, predict the reaction product. The product is: [C:15]1([CH:21]([CH:22]=[CH:23][CH2:12][CH2:11][CH2:10][CH2:9][CH2:8][CH2:7][CH2:6][CH2:5][CH2:4][CH2:3][CH2:2][CH3:1])[CH3:24])[CH:20]=[CH:19][CH:18]=[CH:17][CH:16]=1. (3) The product is: [CH:7]1([CH2:13][C@@H:14]([NH:30][C:37]([CH:31]2[CH2:36][CH2:35][CH2:34][CH2:33][CH2:32]2)=[O:38])[CH2:15][N:16]2[CH2:17][CH2:18][CH:19]([C:22]3[CH:27]=[CH:26][CH:25]=[CH:24][C:23]=3[O:28][CH3:29])[CH2:20][CH2:21]2)[CH2:12][CH2:11][CH2:10][CH2:9][CH2:8]1. Given the reactants C(=O)([O-])[O-].[K+].[K+].[CH:7]1([CH2:13][C@@H:14]([NH2:30])[CH2:15][N:16]2[CH2:21][CH2:20][CH:19]([C:22]3[CH:27]=[CH:26][CH:25]=[CH:24][C:23]=3[O:28][CH3:29])[CH2:18][CH2:17]2)[CH2:12][CH2:11][CH2:10][CH2:9][CH2:8]1.[CH:31]1([C:37](Cl)=[O:38])[CH2:36][CH2:35][CH2:34][CH2:33][CH2:32]1, predict the reaction product. (4) Given the reactants [CH2:1]([P:10](=[O:17])([O:14][CH2:15][CH3:16])[O:11][CH2:12][CH3:13])P(=O)(OCC)OCC.[H-].[Na+].[CH:20]([C:22]1[C:23]([NH:33][C:34](=[O:55])[C:35]2[CH:40]=[CH:39][C:38]([O:41][CH2:42][C:43]3[N:44]=[C:45]([C:49]4[CH:54]=[CH:53][CH:52]=[CH:51][CH:50]=4)[O:46][C:47]=3[CH3:48])=[CH:37][CH:36]=2)=[N:24][N:25]([C:27]2[CH:32]=[CH:31][CH:30]=[CH:29][CH:28]=2)[CH:26]=1)=O.O, predict the reaction product. The product is: [CH3:48][C:47]1[O:46][C:45]([C:49]2[CH:50]=[CH:51][CH:52]=[CH:53][CH:54]=2)=[N:44][C:43]=1[CH2:42][O:41][C:38]1[CH:39]=[CH:40][C:35]([C:34]([NH:33][C:23]2[C:22](/[CH:20]=[CH:1]/[P:10](=[O:17])([O:11][CH2:12][CH3:13])[O:14][CH2:15][CH3:16])=[CH:26][N:25]([C:27]3[CH:28]=[CH:29][CH:30]=[CH:31][CH:32]=3)[N:24]=2)=[O:55])=[CH:36][CH:37]=1. (5) Given the reactants [Br:1][C:2]1[CH:7]=[CH:6][CH:5]=[CH:4][C:3]=1[CH2:8][CH2:9][OH:10].[O-:11][C:12]#[N:13].[Na+].C(O)(C(F)(F)F)=O.[OH-].[Na+], predict the reaction product. The product is: [C:12](=[O:11])([O:10][CH2:9][CH2:8][C:3]1[CH:4]=[CH:5][CH:6]=[CH:7][C:2]=1[Br:1])[NH2:13]. (6) Given the reactants N1C2C(=CC=CC=2)C=C1.C([N:17]1[C:29]2[C:28]([OH:30])=[C:27]3[N:31](C(OC(C)(C)C)=O)[C:32]4[CH:33]=[CH:34][C:35]([Br:38])=[CH:36][C:37]=4[C:26]3=[CH:25][C:24]=2[C:23]2[C:18]1=[CH:19][CH:20]=[C:21]([Br:46])[CH:22]=2)(OC(C)(C)C)=O.[CH3:47][O:48][CH2:49][CH2:50]O, predict the reaction product. The product is: [Br:46][C:21]1[CH:22]=[C:23]2[C:18](=[CH:19][CH:20]=1)[NH:17][C:29]1[C:28]([O:30][CH2:50][CH2:49][O:48][CH3:47])=[C:27]3[NH:31][C:32]4[CH:33]=[CH:34][C:35]([Br:38])=[CH:36][C:37]=4[C:26]3=[CH:25][C:24]2=1. (7) Given the reactants [Br:1][C:2]1[C:3](=[O:18])[N:4]([CH2:10][C:11]2[CH:16]=[CH:15][CH:14]=[C:13]([F:17])[CH:12]=2)[C:5]([CH3:9])=[CH:6][C:7]=1O.F[C:20]1[CH:21]=[C:22]([CH:33]=[CH:34][CH:35]=1)[CH2:23]N1C(C)=CC(O)=CC1=O.[CH2:36]1C(=O)N(Br)C(=O)C1, predict the reaction product. The product is: [Br:1][C:2]1[C:3](=[O:18])[N:4]([CH2:10][C:11]2[CH:16]=[CH:15][CH:14]=[C:13]([F:17])[CH:12]=2)[C:5]([CH3:9])=[CH:6][C:7]=1[CH2:36][CH2:23][C:22]1[CH:21]=[CH:20][CH:35]=[CH:34][CH:33]=1. (8) Given the reactants [H-].[Na+].[Cl:3][C:4]1[CH:9]=[CH:8][C:7]([CH2:10][CH2:11][C:12]([OH:14])=[O:13])=[C:6]([SH:15])[CH:5]=1.F[C:17]1[CH:22]=[CH:21][C:20]([S:23]([CH3:26])(=[O:25])=[O:24])=[CH:19][C:18]=1[C:27]([F:30])([F:29])[F:28], predict the reaction product. The product is: [Cl:3][C:4]1[CH:9]=[CH:8][C:7]([CH2:10][CH2:11][C:12]([OH:14])=[O:13])=[C:6]([S:15][C:17]2[CH:22]=[CH:21][C:20]([S:23]([CH3:26])(=[O:24])=[O:25])=[CH:19][C:18]=2[C:27]([F:28])([F:30])[F:29])[CH:5]=1.